Dataset: TCR-epitope binding with 47,182 pairs between 192 epitopes and 23,139 TCRs. Task: Binary Classification. Given a T-cell receptor sequence (or CDR3 region) and an epitope sequence, predict whether binding occurs between them. The epitope is VSFIEFVGW. The TCR CDR3 sequence is CASSPDRGRILETQYF. Result: 0 (the TCR does not bind to the epitope).